Dataset: Retrosynthesis with 50K atom-mapped reactions and 10 reaction types from USPTO. Task: Predict the reactants needed to synthesize the given product. (1) Given the product CCc1nc2c(C)cc(C)nc2n1-c1ccc(CCN=[N+]=[N-])cc1, predict the reactants needed to synthesize it. The reactants are: CCc1nc2c(C)cc(C)nc2n1-c1ccc(CCCl)cc1.[N-]=[N+]=[N-]. (2) Given the product CCCCC(=O)Nc1ccc(Cl)c(-n2nc(CC)n(Cc3ccc(-c4ccccc4S(=O)(=O)NC(=O)OC(C)(C)C)cc3F)c2=O)c1, predict the reactants needed to synthesize it. The reactants are: CC(C)(C)OC(=O)OC(=O)OC(C)(C)C.CCCCC(=O)Nc1ccc(Cl)c(-n2nc(CC)n(Cc3ccc(-c4ccccc4S(N)(=O)=O)cc3F)c2=O)c1. (3) Given the product Cn1cc(CNc2ccccc2N)c2ccccc21, predict the reactants needed to synthesize it. The reactants are: Cn1cc(CNc2ccccc2[N+](=O)[O-])c2ccccc21.